This data is from Forward reaction prediction with 1.9M reactions from USPTO patents (1976-2016). The task is: Predict the product of the given reaction. (1) Given the reactants C([C:4]1[CH:5]=[CH:6][C:7]2[O:12][CH2:11][CH:10]([C:13]([O:15][CH2:16][CH3:17])=[O:14])[O:9][C:8]=2[CH:18]=1)(=O)C.ClC1C=CC=[C:22]([C:26]([O:28]O)=[O:27])C=1, predict the reaction product. The product is: [C:26]([O:28][C:4]1[CH:5]=[CH:6][C:7]2[O:12][CH2:11][CH:10]([C:13]([O:15][CH2:16][CH3:17])=[O:14])[O:9][C:8]=2[CH:18]=1)(=[O:27])[CH3:22]. (2) The product is: [Cl:1][C:2]1[CH:3]=[CH:4][C:5]([CH2:8][C:9]([NH:11][N:12]2[C:21](=[O:22])[C:20]3[C:15](=[CH:16][CH:17]=[CH:18][CH:19]=3)[C:14]([CH:23]([CH3:29])[C:24]([OH:26])=[O:25])=[N:13]2)=[O:10])=[CH:6][CH:7]=1. Given the reactants [Cl:1][C:2]1[CH:7]=[CH:6][C:5]([CH2:8][C:9]([NH:11][N:12]2[C:21](=[O:22])[C:20]3[C:15](=[CH:16][CH:17]=[CH:18][CH:19]=3)[C:14]([CH:23]([CH3:29])[C:24]([O:26]CC)=[O:25])=[N:13]2)=[O:10])=[CH:4][CH:3]=1.CO.[OH-].[Na+], predict the reaction product.